This data is from Reaction yield outcomes from USPTO patents with 853,638 reactions. The task is: Predict the reaction yield, written as a fraction of the theoretical maximum amount of product (1.0 means a 100% yield; for example, 0.34 means a 34% yield). (1) The yield is 0.900. The catalyst is C1(C)C=CC=CC=1.CCOCC. The product is [NH:26]1[C:1]([CH2:3][C:4]([NH:6][C:7]2[CH:12]=[CH:11][CH:10]=[CH:9][CH:8]=2)=[O:5])=[N:2][N:28]=[N:27]1. The reactants are [C:1]([CH2:3][C:4]([NH:6][C:7]1[CH:12]=[CH:11][CH:10]=[CH:9][CH:8]=1)=[O:5])#[N:2].C([Sn]([N:26]=[N+:27]=[N-:28])(CCCC)CCCC)CCC.Cl. (2) The reactants are [CH3:1][C:2]1([CH3:22])[CH2:7][NH:6][CH:5]([CH2:8][C:9]([NH:11][C:12]2[CH:17]=[CH:16][C:15]([CH:18]([CH3:20])[CH3:19])=[CH:14][CH:13]=2)=[O:10])[C:4](=[O:21])[O:3]1.[CH3:23][C:24]([CH3:26])=O.C([BH3-])#N.[Na+].C(O)(=O)C. The catalyst is O1CCCC1.C(#N)C. The product is [CH:24]([N:6]1[CH2:7][C:2]([CH3:1])([CH3:22])[O:3][C:4](=[O:21])[CH:5]1[CH2:8][C:9]([NH:11][C:12]1[CH:17]=[CH:16][C:15]([CH:18]([CH3:19])[CH3:20])=[CH:14][CH:13]=1)=[O:10])([CH3:26])[CH3:23]. The yield is 0.0800. (3) The reactants are [Cl:1][C:2]1[CH:27]=[C:26]([N+:28]([O-])=O)[CH:25]=[CH:24][C:3]=1[C:4]([NH:6][C:7]1[CH:12]=[CH:11][CH:10]=[CH:9][C:8]=1/[CH:13]=[CH:14]/[C:15]1[C:23]2[C:18](=[CH:19][CH:20]=[CH:21][CH:22]=2)[NH:17][N:16]=1)=[O:5].[Sn](Cl)Cl.[OH-].[Na+]. The product is [NH2:28][C:26]1[CH:25]=[CH:24][C:3]([C:4]([NH:6][C:7]2[CH:12]=[CH:11][CH:10]=[CH:9][C:8]=2/[CH:13]=[CH:14]/[C:15]2[C:23]3[C:18](=[CH:19][CH:20]=[CH:21][CH:22]=3)[NH:17][N:16]=2)=[O:5])=[C:2]([Cl:1])[CH:27]=1. The yield is 0.380. The catalyst is C(O)(=O)C.Cl. (4) The reactants are [Cl:1][C:2]1[CH:3]=[C:4]([CH:7]=[CH:8][C:9]=1[Cl:10])[CH2:5][NH2:6].[CH:11]([N:14]([CH:17](C)C)[CH2:15][CH3:16])(C)[CH3:12].ClC(OC1C=CC([N+]([O-])=O)=CC=1)=[O:22].C[N:34]1[CH2:39]CNCC1. The catalyst is C1COCC1. The product is [Cl:1][C:2]1[CH:3]=[C:4]([CH:7]=[CH:8][C:9]=1[Cl:10])[CH2:5][NH:6][C:39]([N:34]1[CH2:16][CH2:15][N:14]([CH3:17])[CH2:11][CH2:12]1)=[O:22]. The yield is 0.730. (5) The reactants are [CH3:1][C:2]([CH3:11])([CH2:8][C:9]#[CH:10])[C:3]([O:5][CH2:6][CH3:7])=[O:4].[CH3:12][C:13]([CH3:18])([CH3:17])[C:14](Cl)=[O:15]. The catalyst is C(N(CC)CC)C.[Cu]I. The product is [CH3:11][C:2]([CH3:1])([CH2:8][C:9]#[C:10][C:14](=[O:15])[C:13]([CH3:18])([CH3:17])[CH3:12])[C:3]([O:5][CH2:6][CH3:7])=[O:4]. The yield is 0.540. (6) The reactants are [C:1]1([CH:7]([C:28]2[CH:33]=[CH:32][CH:31]=[CH:30][CH:29]=2)[N:8]2[C:16]3[C:11](=[CH:12][CH:13]=[CH:14][CH:15]=3)[CH:10]([C:17]3[CH:22]=[C:21]([O:23][CH3:24])[C:20]([F:25])=[CH:19][C:18]=3[OH:26])[C:9]2=[O:27])[CH:6]=[CH:5][CH:4]=[CH:3][CH:2]=1.Cl[CH2:35]I.C(=O)([O-])[O-].[Cs+].[Cs+]. The catalyst is O1CCCC1. The product is [C:28]1([CH:7]([C:1]2[CH:2]=[CH:3][CH:4]=[CH:5][CH:6]=2)[N:8]2[C:16]3[C:11](=[CH:12][CH:13]=[CH:14][CH:15]=3)[C:10]3([C:17]4[CH:22]=[C:21]([O:23][CH3:24])[C:20]([F:25])=[CH:19][C:18]=4[O:26][CH2:35]3)[C:9]2=[O:27])[CH:33]=[CH:32][CH:31]=[CH:30][CH:29]=1. The yield is 0.430. (7) The reactants are [CH3:1][N:2]1[CH2:7][CH2:6][N:5]([C:8]2[CH:13]=[CH:12][C:11]([N+:14]([O-])=O)=[C:10]([C:17]3[C:21]([CH3:22])=[CH:20][S:19][CH:18]=3)[CH:9]=2)[CH2:4][CH2:3]1. The catalyst is [Pd]. The product is [CH3:1][N:2]1[CH2:7][CH2:6][N:5]([C:8]2[CH:13]=[CH:12][C:11]([NH2:14])=[C:10]([C:17]3[C:21]([CH3:22])=[CH:20][S:19][CH:18]=3)[CH:9]=2)[CH2:4][CH2:3]1. The yield is 0.890. (8) The reactants are Cl[C:2]1[CH:7]=[CH:6][N+:5]([O-:8])=[CH:4][CH:3]=1.[Cl:9][C:10]1[CH:15]=[C:14]([Cl:16])[CH:13]=[CH:12][C:11]=1B(O)O. No catalyst specified. The product is [Cl:9][C:10]1[CH:15]=[C:14]([Cl:16])[CH:13]=[CH:12][C:11]=1[C:2]1[CH:7]=[CH:6][N+:5]([O-:8])=[CH:4][CH:3]=1. The yield is 0.500. (9) The reactants are [CH2:1]([O:3][CH:4]([O:6][CH2:7][CH2:8][C:9]#[CH:10])[CH3:5])[CH3:2].C([Li])CCC.Cl[C:17]([O:19][CH2:20][C:21]1[CH:26]=[CH:25][CH:24]=[CH:23][CH:22]=1)=[O:18]. The catalyst is O1CCCC1. The product is [CH2:1]([O:3][CH:4]([O:6][CH2:7][CH2:8][C:9]#[C:10][C:17]([O:19][CH2:20][C:21]1[CH:26]=[CH:25][CH:24]=[CH:23][CH:22]=1)=[O:18])[CH3:5])[CH3:2]. The yield is 0.780. (10) The reactants are [CH2:1]([C:5]1[N:10]2[N:11]=[C:12]([CH3:14])[N:13]=[C:9]2[N:8]([C@H:15]2[CH2:20][CH2:19][C@H:18]([OH:21])[CH2:17][CH2:16]2)[C:7](=[O:22])[C:6]=1[CH2:23][C:24]1[CH:29]=[CH:28][C:27]([C:30]2[C:31]([C:36]#[N:37])=[CH:32][CH:33]=[CH:34][CH:35]=2)=[CH:26][CH:25]=1)[CH2:2][CH2:3][CH3:4].C([O:40]C(=O)C(C)C[N+]#N)C.[C:48]1([CH3:54])[CH:53]=CC=[CH:50][CH:49]=1. The catalyst is C([O-])(=O)C.[Rh+]. The product is [CH2:1]([C:5]1[N:10]2[N:11]=[C:12]([CH3:14])[N:13]=[C:9]2[N:8]([C@H:15]2[CH2:20][CH2:19][C@H:18]([O:21][CH:49]([CH3:50])[C:48]([OH:40])([CH3:54])[CH3:53])[CH2:17][CH2:16]2)[C:7](=[O:22])[C:6]=1[CH2:23][C:24]1[CH:25]=[CH:26][C:27]([C:30]2[C:31]([C:36]#[N:37])=[CH:32][CH:33]=[CH:34][CH:35]=2)=[CH:28][CH:29]=1)[CH2:2][CH2:3][CH3:4]. The yield is 0.630.